From a dataset of Full USPTO retrosynthesis dataset with 1.9M reactions from patents (1976-2016). Predict the reactants needed to synthesize the given product. (1) Given the product [CH:1]1([C:4]2[N:5]=[CH:6][C:7]([O:10][C@H:11]3[CH2:20][N:14]4[CH2:15][CH2:16][N:17]([CH2:24][C:25]5[CH:26]=[CH:27][C:28]([C:31]([F:32])([F:33])[F:34])=[CH:29][CH:30]=5)[C:18](=[O:19])[C@@H:13]4[CH2:12]3)=[N:8][CH:9]=2)[CH2:3][CH2:2]1, predict the reactants needed to synthesize it. The reactants are: [CH:1]1([C:4]2[N:5]=[CH:6][C:7]([O:10][CH:11]3[CH2:20][N:14]4[CH2:15][CH2:16][NH:17][C:18](=[O:19])[CH:13]4[CH2:12]3)=[N:8][CH:9]=2)[CH2:3][CH2:2]1.[H-].[Na+].Br[CH2:24][C:25]1[CH:30]=[CH:29][C:28]([C:31]([F:34])([F:33])[F:32])=[CH:27][CH:26]=1. (2) Given the product [CH2:22]([O:24][C:25]([CH2:26][O:15][C:11]1[N:10]([C:16]2[CH:21]=[CH:20][CH:19]=[CH:18][CH:17]=2)[N:9]=[C:8]([CH3:7])[C:12]=1[CH:13]=[O:14])=[O:28])[CH3:23], predict the reactants needed to synthesize it. The reactants are: C(=O)([O-])[O-].[Na+].[Na+].[CH3:7][C:8]1[CH:12]([CH:13]=[O:14])[C:11](=[O:15])[N:10]([C:16]2[CH:21]=[CH:20][CH:19]=[CH:18][CH:17]=2)[N:9]=1.[CH2:22]([O:24][C:25](=[O:28])[CH2:26]Br)[CH3:23]. (3) The reactants are: [NH2:1][C:2]1[CH:27]=[CH:26][C:5]([O:6][CH2:7][C:8]([O:10][CH2:11][CH2:12][O:13][C:14](=[O:25])[CH:15]([O:17][C:18]2[CH:23]=[CH:22][C:21]([NH2:24])=[CH:20][CH:19]=2)[CH3:16])=[O:9])=[CH:4][CH:3]=1.Cl[C:29](Cl)([O:31]C(=O)OC(Cl)(Cl)Cl)Cl.[O:40]1CCOC[CH2:41]1. Given the product [N:1]([C:2]1[CH:27]=[CH:26][C:5]([O:6][CH2:7][C:8]([O:10][CH2:11][CH2:12][O:13][C:14](=[O:25])[CH:15]([O:17][C:18]2[CH:19]=[CH:20][C:21]([N:24]=[C:41]=[O:40])=[CH:22][CH:23]=2)[CH3:16])=[O:9])=[CH:4][CH:3]=1)=[C:29]=[O:31], predict the reactants needed to synthesize it.